This data is from Full USPTO retrosynthesis dataset with 1.9M reactions from patents (1976-2016). The task is: Predict the reactants needed to synthesize the given product. (1) Given the product [CH2:1]([C:4]1[S:31][C:7]2[N:8]=[C:9]([N:25]3[CH2:29][CH2:28][C@H:27]([NH:30][C:39](=[O:41])[CH3:40])[CH2:26]3)[N:10]=[C:11]([N:12]3[CH2:17][CH2:16][N:15]4[C:18]([C:21]([F:22])([F:23])[F:24])=[N:19][N:20]=[C:14]4[CH2:13]3)[C:6]=2[CH:5]=1)[CH2:2][CH3:3], predict the reactants needed to synthesize it. The reactants are: [CH2:1]([C:4]1[S:31][C:7]2[N:8]=[C:9]([N:25]3[CH2:29][CH2:28][C@H:27]([NH2:30])[CH2:26]3)[N:10]=[C:11]([N:12]3[CH2:17][CH2:16][N:15]4[C:18]([C:21]([F:24])([F:23])[F:22])=[N:19][N:20]=[C:14]4[CH2:13]3)[C:6]=2[CH:5]=1)[CH2:2][CH3:3].C(N(CC)CC)C.[C:39](OC(=O)C)(=[O:41])[CH3:40]. (2) The reactants are: [O:1]=[C:2]1[CH:11]=[CH:10][C:9]2[C:4](=[CH:5][C:6]([O:12][C:13]([F:16])([F:15])[F:14])=[CH:7][CH:8]=2)[N:3]1[CH2:17][C:18]([OH:20])=O.[Br:21][C:22]1[C:23]([C:28]2[NH:32][N:31]=[CH:30][N:29]=2)=[C:24]([NH2:27])[S:25][CH:26]=1. Given the product [Br:21][C:22]1[C:23]([C:28]2[NH:32][N:31]=[CH:30][N:29]=2)=[C:24]([NH:27][C:18](=[O:20])[CH2:17][N:3]2[C:4]3[C:9](=[CH:8][CH:7]=[C:6]([O:12][C:13]([F:16])([F:15])[F:14])[CH:5]=3)[CH:10]=[CH:11][C:2]2=[O:1])[S:25][CH:26]=1, predict the reactants needed to synthesize it. (3) Given the product [CH2:15]([CH:11]1[CH2:12][CH2:13][CH2:14][N:9]([CH2:7][CH2:6][CH2:5][CH2:4][CH2:31][OH:32])[CH2:10]1)[C:16]1[CH:17]=[CH:18][CH:19]=[CH:20][CH:21]=1, predict the reactants needed to synthesize it. The reactants are: C(O[C:4](=O)[CH2:5][CH2:6][CH:7]([N:9]1[CH2:14][CH2:13][CH2:12][CH:11]([CH2:15][C:16]2[CH:21]=[CH:20][CH:19]=[CH:18][CH:17]=2)[CH2:10]1)C)C.[H-].[H-].[H-].[H-].[Li+].[Al+3].C1C[O:32][CH2:31]C1. (4) Given the product [NH2:31][C:29]1[CH:28]=[CH:27][C:3]([O:4][C:5]2[N:10]=[CH:9][N:8]=[C:7]([NH:11][C:12](=[O:26])[N:13]([CH3:25])[CH:14]3[CH2:15][CH2:16][N:17]([CH:20]4[CH2:21][N:22]([CH3:24])[CH2:23]4)[CH2:18][CH2:19]3)[CH:6]=2)=[C:2]([F:1])[CH:30]=1, predict the reactants needed to synthesize it. The reactants are: [F:1][C:2]1[CH:30]=[C:29]([N+:31]([O-])=O)[CH:28]=[CH:27][C:3]=1[O:4][C:5]1[N:10]=[CH:9][N:8]=[C:7]([NH:11][C:12](=[O:26])[N:13]([CH3:25])[CH:14]2[CH2:19][CH2:18][N:17]([CH:20]3[CH2:23][N:22]([CH3:24])[CH2:21]3)[CH2:16][CH2:15]2)[CH:6]=1. (5) The reactants are: [NH2:1][C:2]1[CH:3]=[C:4]2[C:8](=[CH:9][CH:10]=1)[NH:7][N:6]=[C:5]2[I:11].[CH3:12][S:13]([C:16]1[CH:21]=[CH:20][CH:19]=[CH:18][C:17]=1[S:22](Cl)(=[O:24])=[O:23])(=[O:15])=[O:14]. Given the product [I:11][C:5]1[C:4]2[C:8](=[CH:9][CH:10]=[C:2]([NH:1][S:22]([C:17]3[CH:18]=[CH:19][CH:20]=[CH:21][C:16]=3[S:13]([CH3:12])(=[O:15])=[O:14])(=[O:24])=[O:23])[CH:3]=2)[NH:7][N:6]=1, predict the reactants needed to synthesize it. (6) Given the product [N:20]1([C:15]2[CH:16]=[CH:17][CH:18]=[CH:19][C:14]=2[CH2:13][C:11]2[O:12][C:8]3[C:9](=[C:4]([NH2:1])[CH:5]=[CH:6][CH:7]=3)[N:10]=2)[CH:24]=[N:23][N:22]=[N:21]1, predict the reactants needed to synthesize it. The reactants are: [N+:1]([C:4]1[C:9]2[N:10]=[C:11]([CH2:13][C:14]3[CH:19]=[CH:18][CH:17]=[CH:16][C:15]=3[N:20]3[CH:24]=[N:23][N:22]=[N:21]3)[O:12][C:8]=2[CH:7]=[CH:6][CH:5]=1)([O-])=O. (7) Given the product [CH3:20][O:19][C:13]1[CH:18]=[CH:17][C:16]([C:10](=[O:12])[CH2:9][C:6]2[CH:5]=[CH:4][C:3]([O:2][CH3:1])=[CH:8][CH:7]=2)=[CH:15][CH:14]=1, predict the reactants needed to synthesize it. The reactants are: [CH3:1][O:2][C:3]1[CH:8]=[CH:7][C:6]([CH2:9][C:10]([OH:12])=O)=[CH:5][CH:4]=1.[C:13]1([O:19][CH3:20])[CH:18]=[CH:17][CH:16]=[CH:15][CH:14]=1. (8) Given the product [CH3:1][O:2][C:3]1[CH:8]=[C:7]([O:9][CH3:10])[CH:6]=[C:5]([NH2:11])[C:4]=1[C:12](=[O:22])[CH2:13][CH2:14][C:15]1[CH:16]=[CH:17][C:18]([OH:21])=[CH:19][CH:20]=1, predict the reactants needed to synthesize it. The reactants are: [CH3:1][O:2][C:3]1[CH:8]=[C:7]([O:9][CH3:10])[CH:6]=[C:5]([NH2:11])[C:4]=1[C:12](=[O:22])[CH:13]=[CH:14][C:15]1[CH:20]=[CH:19][C:18]([OH:21])=[CH:17][CH:16]=1.CO.[BH4-].[Na+].[H][H]. (9) Given the product [Si:1]([O:8][CH:9]1[CH2:14][CH2:13][CH2:12][CH:11]([N:15]2[CH:24]=[C:20]([CH3:21])[C:19](=[O:25])[NH:18][C:16]2=[O:17])[CH2:10]1)([C:4]([CH3:7])([CH3:5])[CH3:6])([CH3:2])[CH3:3], predict the reactants needed to synthesize it. The reactants are: [Si:1]([O:8][CH:9]1[CH2:14][CH2:13][CH2:12][CH:11]([NH:15][C:16]([NH:18][C:19](=[O:25])/[C:20](/[CH3:24])=[CH:21]/OC)=[O:17])[CH2:10]1)([C:4]([CH3:7])([CH3:6])[CH3:5])([CH3:3])[CH3:2].N.